This data is from Catalyst prediction with 721,799 reactions and 888 catalyst types from USPTO. The task is: Predict which catalyst facilitates the given reaction. (1) Reactant: [C:1]([O:5][C:6]([CH2:8][CH2:9][N:10]([S:30]([C:33]1[CH:38]=[CH:37][CH:36]=[CH:35][C:34]=1[N+:39]([O-:41])=[O:40])(=[O:32])=[O:31])[CH2:11][CH2:12][O:13][C:14]1[CH:19]=[C:18]([C:20](OCC)=[O:21])[N:17]=[C:16]([C:25](OCC)=[O:26])[CH:15]=1)=[O:7])([CH3:4])([CH3:3])[CH3:2].[BH4-].[Na+].[Cl-].[Cl-].[Ca+2].O. Product: [OH:26][CH2:25][C:16]1[CH:15]=[C:14]([O:13][CH2:12][CH2:11][N:10]([S:30]([C:33]2[CH:38]=[CH:37][CH:36]=[CH:35][C:34]=2[N+:39]([O-:41])=[O:40])(=[O:31])=[O:32])[CH2:9][CH2:8][C:6]([O:5][C:1]([CH3:4])([CH3:3])[CH3:2])=[O:7])[CH:19]=[C:18]([CH2:20][OH:21])[N:17]=1. The catalyst class is: 8. (2) Reactant: [CH2:1]([N:8]1[CH2:13][CH2:12][N:11]([CH2:14][CH:15]2[O:20][CH2:19][CH2:18][N:17](C(OC(C)(C)C)=O)[CH2:16]2)[CH2:10][CH2:9]1)[C:2]1[CH:7]=[CH:6][CH:5]=[CH:4][CH:3]=1.FC(F)(F)C(O)=O. Product: [CH2:1]([N:8]1[CH2:9][CH2:10][N:11]([CH2:14][CH:15]2[O:20][CH2:19][CH2:18][NH:17][CH2:16]2)[CH2:12][CH2:13]1)[C:2]1[CH:3]=[CH:4][CH:5]=[CH:6][CH:7]=1. The catalyst class is: 2. (3) Reactant: [Br:1][C:2]1[CH:7]=[CH:6][C:5]([F:8])=[CH:4][C:3]=1[OH:9].C(=O)([O-])[O-].[Cs+].[Cs+].Cl[C:17]([F:22])([F:21])C([O-])=O.[Na+]. Product: [Br:1][C:2]1[CH:7]=[CH:6][C:5]([F:8])=[CH:4][C:3]=1[O:9][CH:17]([F:22])[F:21]. The catalyst class is: 3. (4) Reactant: [Br:1][C:2]1[CH:3]=[C:4]([C:9](C#N)([CH3:15])[C:10]([O:12]CC)=[O:11])[CH:5]=[C:6]([Cl:8])[CH:7]=1.Cl. Product: [Br:1][C:2]1[CH:3]=[C:4]([CH:9]([CH3:15])[C:10]([OH:12])=[O:11])[CH:5]=[C:6]([Cl:8])[CH:7]=1. The catalyst class is: 74. (5) The catalyst class is: 551. Reactant: [C:1]([O:5][C:6]([NH:8][C@H:9]1[CH2:14][CH2:13][CH2:12][CH2:11][C@H:10]1[NH:15][C:16]1[N:21]=[C:20](Cl)[C:19]2[C:23](=[O:33])[N:24]([C:26]([O:28][C:29]([CH3:32])([CH3:31])[CH3:30])=[O:27])[CH2:25][C:18]=2[C:17]=1[F:34])=[O:7])([CH3:4])([CH3:3])[CH3:2].[Cl:35][C:36]1[CH:46]=[CH:45][C:39](/[CH:40]=[CH:41]/B(O)O)=[CH:38][CH:37]=1.C(=O)([O-])[O-].[Na+].[Na+]. Product: [C:1]([O:5][C:6]([NH:8][C@H:9]1[CH2:14][CH2:13][CH2:12][CH2:11][C@H:10]1[NH:15][C:16]1[N:21]=[C:20]([CH2:41][CH2:40][C:39]2[CH:45]=[CH:46][C:36]([Cl:35])=[CH:37][CH:38]=2)[C:19]2[C:23](=[O:33])[N:24]([C:26]([O:28][C:29]([CH3:30])([CH3:31])[CH3:32])=[O:27])[CH2:25][C:18]=2[C:17]=1[F:34])=[O:7])([CH3:4])([CH3:2])[CH3:3]. (6) Reactant: Cl[CH2:2][CH2:3][CH2:4][CH2:5][N:6]1[C:12]2[CH:13]=[CH:14][CH:15]=[CH:16][C:11]=2[C:10](=[O:17])[CH2:9][CH2:8][C:7]1=[O:18].[C:19]([C:23]1[N:28]=[C:27]([N:29]2[CH2:34][CH2:33][NH:32][CH2:31][CH2:30]2)[CH:26]=[C:25]([C:35]([F:38])([F:37])[F:36])[N:24]=1)([CH3:22])([CH3:21])[CH3:20].C(N(CC)CC)C.C(OCC)(=O)C. Product: [C:19]([C:23]1[N:28]=[C:27]([N:29]2[CH2:30][CH2:31][N:32]([CH2:2][CH2:3][CH2:4][CH2:5][N:6]3[C:12]4[CH:13]=[CH:14][CH:15]=[CH:16][C:11]=4[C:10](=[O:17])[CH2:9][CH2:8][C:7]3=[O:18])[CH2:33][CH2:34]2)[CH:26]=[C:25]([C:35]([F:36])([F:37])[F:38])[N:24]=1)([CH3:22])([CH3:20])[CH3:21]. The catalyst class is: 9. (7) Reactant: C1(NC2CCCCC2)CCCCC1.CCCCCC.[CH2:20]([O:23][C:24]([CH:26]1[CH2:31][CH2:30][CH2:29][CH2:28][CH2:27]1)=[O:25])[CH2:21][CH3:22].Br[CH2:33][CH:34]([CH2:37][CH3:38])[CH2:35][CH3:36].Cl. Product: [CH2:20]([O:23][C:24]([C:26]1([CH2:33][CH:34]([CH2:37][CH3:38])[CH2:35][CH3:36])[CH2:31][CH2:30][CH2:29][CH2:28][CH2:27]1)=[O:25])[CH2:21][CH3:22]. The catalyst class is: 20. (8) Reactant: [N:1]1([CH:5]2[CH2:10][CH2:9][N:8](CC3C=CC=CC=3)[CH2:7][CH2:6]2)[CH2:4][CH2:3][CH2:2]1.[H][H]. Product: [N:1]1([CH:5]2[CH2:10][CH2:9][NH:8][CH2:7][CH2:6]2)[CH2:4][CH2:3][CH2:2]1. The catalyst class is: 19. (9) Reactant: [CH2:1]([O:8][C:9]([CH2:11][CH2:12][O:13][C:14]1[C:22]([O:23][CH3:24])=[CH:21][C:17]([C:18]([OH:20])=O)=[C:16]([N+:25]([O-:27])=[O:26])[CH:15]=1)=[O:10])[C:2]1[CH:7]=[CH:6][CH:5]=[CH:4][CH:3]=1.[C:28](Cl)(=[O:32])[C:29](Cl)=O.C([N:36]([CH2:39][CH3:40])CC)C.[CH2:41](Cl)Cl. Product: [CH2:1]([O:8][C:9](=[O:10])[CH2:11][CH2:12][O:13][C:14]1[CH:15]=[C:16]([N+:25]([O-:27])=[O:26])[C:17]([C:18]([N:36]2[CH2:39][CH2:40][CH2:41][CH:29]2[CH2:28][OH:32])=[O:20])=[CH:21][C:22]=1[O:23][CH3:24])[C:2]1[CH:3]=[CH:4][CH:5]=[CH:6][CH:7]=1. The catalyst class is: 3. (10) Reactant: C[O:2][C:3]([C:5]1[CH:32]=[CH:31][C:8]2[N:9]([CH2:27][CH2:28][O:29][CH3:30])[C:10]([NH:12][C:13]3[S:14][C:15]4[CH:21]=[C:20]([O:22][C:23]([F:26])([F:25])[F:24])[CH:19]=[CH:18][C:16]=4[N:17]=3)=[N:11][C:7]=2[CH:6]=1)=[O:4].[OH-].[Na+].CO. Product: [CH3:30][O:29][CH2:28][CH2:27][N:9]1[C:8]2[CH:31]=[CH:32][C:5]([C:3]([OH:4])=[O:2])=[CH:6][C:7]=2[N:11]=[C:10]1[NH:12][C:13]1[S:14][C:15]2[CH:21]=[C:20]([O:22][C:23]([F:25])([F:24])[F:26])[CH:19]=[CH:18][C:16]=2[N:17]=1. The catalyst class is: 1.